This data is from Reaction yield outcomes from USPTO patents with 853,638 reactions. The task is: Predict the reaction yield, written as a fraction of the theoretical maximum amount of product (1.0 means a 100% yield; for example, 0.34 means a 34% yield). (1) The reactants are [CH3:1][C:2]1[CH:7]=[N:6][CH:5]=[C:4]([CH3:8])[N:3]=1.CC(C)([O-])C.[K+].[F:15][C:16]1[CH:17]=[C:18]([CH:21]=[CH:22][CH:23]=1)[CH:19]=O.CCCCCC. The catalyst is C1COCC1.C(OCC)(=O)C. The product is [F:15][C:16]1[CH:17]=[C:18](/[CH:19]=[CH:1]/[C:2]2[CH:7]=[N:6][CH:5]=[C:4]([CH3:8])[N:3]=2)[CH:21]=[CH:22][CH:23]=1. The yield is 0.420. (2) The reactants are C(O[NH:9][CH2:10][C@@H:11]([CH2:15][CH2:16][CH2:17][CH2:18][CH3:19])[C:12]([OH:14])=[O:13])C1C=CC=CC=1.[C:20]([O:23][C:24](=O)[CH3:25])(=[O:22])C. The catalyst is C(O)=O.ClCCl. The product is [CH2:24]([O:23][C:20]([NH:9][CH2:10][C@@H:11]([CH2:15][CH2:16][CH2:17][CH2:18][CH3:19])[C:12]([OH:14])=[O:13])=[O:22])[C:25]1[CH:17]=[CH:16][CH:15]=[CH:11][CH:10]=1. The yield is 0.950. (3) The reactants are [Br:1][CH2:2][CH2:3][N:4]([CH2:22][CH2:23][Br:24])[C:5]1[C:6]([S:18]([CH3:21])(=[O:20])=[O:19])=[CH:7][C:8]([N+:15]([O-:17])=[O:16])=[C:9]([CH:14]=1)[C:10]([O:12]C)=[O:11].[OH-].[K+].Br. The catalyst is O1CCOCC1.CO. The product is [Br:1][CH2:2][CH2:3][N:4]([CH2:22][CH2:23][Br:24])[C:5]1[C:6]([S:18]([CH3:21])(=[O:20])=[O:19])=[CH:7][C:8]([N+:15]([O-:17])=[O:16])=[C:9]([CH:14]=1)[C:10]([OH:12])=[O:11]. The yield is 0.720. (4) The reactants are [NH2:1][N:2]1[CH2:7][CH2:6][CH2:5][CH2:4][CH2:3]1.C(N(CC)CC)C.[Cl:15][C:16]1[CH:21]=[CH:20][C:19]([CH:22]2[N:26]([C:27]3[CH:32]=[CH:31][C:30]([Cl:33])=[CH:29][C:28]=3[Cl:34])[N:25]=[C:24]([C:35](Cl)=[O:36])[CH2:23]2)=[CH:18][CH:17]=1. The catalyst is C(Cl)Cl. The product is [N:2]1([NH:1][C:35]([C:24]2[CH2:23][CH:22]([C:19]3[CH:20]=[CH:21][C:16]([Cl:15])=[CH:17][CH:18]=3)[N:26]([C:27]3[CH:32]=[CH:31][C:30]([Cl:33])=[CH:29][C:28]=3[Cl:34])[N:25]=2)=[O:36])[CH2:7][CH2:6][CH2:5][CH2:4][CH2:3]1. The yield is 0.570. (5) The reactants are [CH3:1][C@:2]12[CH2:15][CH2:14][CH2:13][C:12]([CH3:17])([CH3:16])[CH:11]1[CH2:10][CH2:9][C@H:8]1[C@@H:3]2[CH2:4][CH2:5][CH2:6][C:7]1=[O:18].[Li+].C[Si]([N-][Si](C)(C)C)(C)C.[C:29]([C:31]([O:33][CH3:34])=[O:32])#N.CN(CCN(C)C)C.[Zn](CC)CC.C(I)I. The catalyst is C1COCC1.C(Cl)Cl. The product is [CH3:17][C:12]1([CH3:16])[CH2:13][CH2:14][CH2:15][C@@:2]2([CH3:1])[CH:11]1[CH2:10][CH2:9][C@@H:8]1[C:7](=[O:18])[CH2:6][CH:29]([C:31]([O:33][CH3:34])=[O:32])[CH2:5][CH2:4][C@@H:3]12. The yield is 0.800. (6) The yield is 0.820. The catalyst is C1COCC1.O. The reactants are [CH2:1]([C@H:8]([C@H:15]([OH:22])[C:16]([O:18]C(C)C)=[O:17])[C:9]([O:11]C(C)C)=[O:10])[C:2]1[CH:7]=[CH:6][CH:5]=[CH:4][CH:3]=1.[OH-].[K+]. The product is [CH2:1]([C@H:8]([C@H:15]([OH:22])[C:16]([OH:18])=[O:17])[C:9]([OH:11])=[O:10])[C:2]1[CH:3]=[CH:4][CH:5]=[CH:6][CH:7]=1. (7) The reactants are [NH2:1][C:2]1[CH:3]=[C:4]([CH:7]=[CH:8][C:9]=1[CH3:10])[C:5]#[N:6].[NH2:11][OH:12]. The catalyst is CCO. The product is [NH2:1][C:2]1[CH:3]=[C:4]([CH:7]=[CH:8][C:9]=1[CH3:10])[C:5](=[NH:6])[NH:11][OH:12]. The yield is 1.00. (8) The reactants are C[O:2][C:3]1[CH:4]=[C:5]2[C:10](=[CH:11][CH:12]=1)[C:9]([C:13]1[CH:21]=[CH:20][CH:19]=[CH:18][C:14]=1[C:15]([OH:17])=[O:16])=[CH:8][CH:7]=[CH:6]2.B(Br)(Br)Br. The catalyst is C(Cl)Cl. The product is [OH:2][C:3]1[CH:4]=[C:5]2[C:10](=[CH:11][CH:12]=1)[C:9]([C:13]1[CH:21]=[CH:20][CH:19]=[CH:18][C:14]=1[C:15]([OH:17])=[O:16])=[CH:8][CH:7]=[CH:6]2. The yield is 0.670.